This data is from Peptide-MHC class I binding affinity with 185,985 pairs from IEDB/IMGT. The task is: Regression. Given a peptide amino acid sequence and an MHC pseudo amino acid sequence, predict their binding affinity value. This is MHC class I binding data. (1) The peptide sequence is ISFFFINF. The MHC is H-2-Db with pseudo-sequence H-2-Db. The binding affinity (normalized) is 0.386. (2) The peptide sequence is TVLDVGDAY. The MHC is HLA-A33:01 with pseudo-sequence HLA-A33:01. The binding affinity (normalized) is 0. (3) The binding affinity (normalized) is 1.00. The MHC is HLA-A02:01 with pseudo-sequence HLA-A02:01. The peptide sequence is AMWDWSKSV. (4) The peptide sequence is VEKAADVTW. The MHC is HLA-B44:03 with pseudo-sequence HLA-B44:03. The binding affinity (normalized) is 0.550. (5) The peptide sequence is AINIALIAV. The MHC is HLA-A02:03 with pseudo-sequence HLA-A02:03. The binding affinity (normalized) is 0.645. (6) The peptide sequence is LFLSFCSLF. The MHC is HLA-A26:01 with pseudo-sequence HLA-A26:01. The binding affinity (normalized) is 0.0847. (7) The peptide sequence is DTVLEEMNL. The MHC is HLA-A33:01 with pseudo-sequence HLA-A33:01. The binding affinity (normalized) is 0.0654.